From a dataset of Catalyst prediction with 721,799 reactions and 888 catalyst types from USPTO. Predict which catalyst facilitates the given reaction. Reactant: [C:1]([N:4]1[C:13]2[C:8](=[CH:9][C:10]([C:14]#[N:15])=[CH:11][CH:12]=2)[C@H:7]([NH:16]C(=O)OCC2C=CC=CC=2)[C@@H:6]([CH3:27])[C@@H:5]1[CH:28]1[CH2:30][CH2:29]1)(=[O:3])[CH3:2]. Product: [C:1]([N:4]1[C:13]2[C:8](=[CH:9][C:10]([C:14]#[N:15])=[CH:11][CH:12]=2)[CH:7]([NH2:16])[CH:6]([CH3:27])[CH:5]1[CH:28]1[CH2:30][CH2:29]1)(=[O:3])[CH3:2]. The catalyst class is: 29.